This data is from Full USPTO retrosynthesis dataset with 1.9M reactions from patents (1976-2016). The task is: Predict the reactants needed to synthesize the given product. (1) The reactants are: [Cl:1][C:2]1[CH:3]=[C:4]2[C:9](=[CH:10][CH:11]=1)[N:8]=[C:7]([CH3:12])[CH:6]=[CH:5]2.[O:13]1CCOCC1. Given the product [Cl:1][C:2]1[CH:3]=[C:4]2[C:9](=[CH:10][CH:11]=1)[N:8]=[C:7]([CH:12]=[O:13])[CH:6]=[CH:5]2, predict the reactants needed to synthesize it. (2) Given the product [Cl:35][C:8]1[N:6]2[CH:7]=[C:2]([F:1])[CH:3]=[CH:4][C:5]2=[C:10]([C:11]2[N:12]=[C:13]3[C:19]([C:20]([OH:21])=[O:45])=[CH:18][N:17]([CH2:22][O:23][CH2:24][CH2:25][Si:26]([CH3:29])([CH3:28])[CH3:27])[C:14]3=[N:15][CH:16]=2)[N:9]=1, predict the reactants needed to synthesize it. The reactants are: [F:1][C:2]1[CH:3]=[CH:4][C:5]2[N:6]([CH:8]=[N:9][C:10]=2[C:11]2[N:12]=[C:13]3[C:19]([CH:20]=[O:21])=[CH:18][N:17]([CH2:22][O:23][CH2:24][CH2:25][Si:26]([CH3:29])([CH3:28])[CH3:27])[C:14]3=[N:15][CH:16]=2)[CH:7]=1.S(=O)(=O)(O)N.[Cl:35]([O-])=O.[Na+].P([O-])(O)(O)=O.[K+].[OH2:45].